This data is from Forward reaction prediction with 1.9M reactions from USPTO patents (1976-2016). The task is: Predict the product of the given reaction. (1) Given the reactants [F:1][C:2]([F:11])([F:10])[C:3]1[O:7][C:6]([CH:8]=[O:9])=[CH:5][CH:4]=1.[CH3:12][Mg+].[Br-].[NH4+].[Cl-], predict the reaction product. The product is: [F:11][C:2]([F:10])([F:1])[C:3]1[O:7][C:6]([CH:8]([OH:9])[CH3:12])=[CH:5][CH:4]=1. (2) Given the reactants Cl.[CH2:2]([O:4][C@@H:5]([CH2:8][C:9]1[CH:14]=[CH:13][C:12]([CH2:15][CH2:16][NH:17][CH2:18][CH2:19][CH2:20][CH2:21][CH2:22][CH2:23][CH3:24])=[CH:11][CH:10]=1)[CH2:6][OH:7])[CH3:3].C(N(CC)CC)C.[F:32][C:33]1[CH:38]=[C:37]([F:39])[CH:36]=[CH:35][C:34]=1[N:40]=[C:41]=[O:42].O, predict the reaction product. The product is: [F:32][C:33]1[CH:38]=[C:37]([F:39])[CH:36]=[CH:35][C:34]=1[NH:40][C:41](=[O:42])[N:17]([CH2:16][CH2:15][C:12]1[CH:11]=[CH:10][C:9]([CH2:8][C@H:5]([O:4][CH2:2][CH3:3])[CH2:6][OH:7])=[CH:14][CH:13]=1)[CH2:18][CH2:19][CH2:20][CH2:21][CH2:22][CH2:23][CH3:24]. (3) The product is: [CH2:20]([C:7]12[CH2:19][CH2:18][C:13]3([O:14][CH2:15][CH2:16][O:17]3)[CH2:12][CH:8]1[CH2:9][CH2:10][CH2:11][C:5]1[CH:4]=[C:3]([NH2:23])[C:2]([CH3:24])=[CH:22][C:6]=12)[CH3:21]. Given the reactants Br[C:2]1[C:3]([NH2:23])=[CH:4][C:5]2[CH2:11][CH2:10][CH2:9][CH:8]3[CH2:12][C:13]4([CH2:18][CH2:19][C:7]3([CH2:20][CH3:21])[C:6]=2[CH:22]=1)[O:17][CH2:16][CH2:15][O:14]4.[C:24](=O)([O-])[O-].[Cs+].[Cs+].CB1OB(C)OB(C)O1, predict the reaction product. (4) Given the reactants [CH:1]#[C:2][CH2:3][CH2:4][CH2:5][OH:6].N1C=CN=C1.[Si:12](Cl)([C:15]([CH3:18])([CH3:17])[CH3:16])([CH3:14])[CH3:13].O, predict the reaction product. The product is: [O:6]([CH2:5][CH2:4][CH2:3][C:2]#[CH:1])[Si:12]([C:15]([CH3:18])([CH3:17])[CH3:16])([CH3:14])[CH3:13]. (5) Given the reactants [CH2:1]([O:3][C:4]([C:6]1N=[C:8]([CH3:12])[S:9][C:10]=1[NH2:11])=[O:5])[CH3:2].[CH3:13]N(C1C=CC=CN=1)C.[C:22](O[C:22]([O:24][C:25]([CH3:28])([CH3:27])[CH3:26])=[O:23])([O:24][C:25]([CH3:28])([CH3:27])[CH3:26])=[O:23], predict the reaction product. The product is: [CH2:1]([O:3][C:4]([C:6]1[CH:13]=[C:8]([CH3:12])[S:9][C:10]=1[NH:11][C:22]([O:24][C:25]([CH3:28])([CH3:27])[CH3:26])=[O:23])=[O:5])[CH3:2]. (6) Given the reactants [F:1][C:2]1[CH:3]=[C:4]([C:10]2[CH:11]=[C:12]([C:17]([O:19][CH3:20])=[O:18])[C:13](=[O:16])[NH:14][N:15]=2)[CH:5]=[CH:6][C:7]=1[O:8][CH3:9].[F:21][C:22]1[CH:23]=[C:24]([CH:27]=[CH:28][C:29]=1[F:30])[CH2:25]Br, predict the reaction product. The product is: [F:21][C:22]1[CH:23]=[C:24]([CH:27]=[CH:28][C:29]=1[F:30])[CH2:25][N:14]1[C:13](=[O:16])[C:12]([C:17]([O:19][CH3:20])=[O:18])=[CH:11][C:10]([C:4]2[CH:5]=[CH:6][C:7]([O:8][CH3:9])=[C:2]([F:1])[CH:3]=2)=[N:15]1. (7) Given the reactants [CH3:1][C:2]([C:4]1[CH:9]=[C:8]([Br:10])[CH:7]=[CH:6][C:5]=1[NH2:11])=[O:3].[N:12]1[CH:17]=[CH:16][CH:15]=[CH:14][C:13]=1[Li], predict the reaction product. The product is: [NH2:11][C:5]1[CH:6]=[CH:7][C:8]([Br:10])=[CH:9][C:4]=1[C:2]([C:13]1[CH:14]=[CH:15][CH:16]=[CH:17][N:12]=1)([OH:3])[CH3:1]. (8) Given the reactants [C:1]([C:3]1([NH:8]S(C(C)(C)C)=O)[CH2:7][CH2:6][O:5][CH2:4]1)#[N:2].Cl[C:16](Cl)([O:18]C(=O)OC(Cl)(Cl)Cl)Cl.[Cl:27][C:28]1[CH:29]=[C:30]([C:35]2[C:43]([C:44]([NH2:46])=[O:45])=[C:38]3[CH2:39][NH:40][CH2:41][CH2:42][N:37]3[N:36]=2)[CH:31]=[CH:32][C:33]=1[F:34], predict the reaction product. The product is: [Cl:27][C:28]1[CH:29]=[C:30]([C:35]2[C:43]([C:44]([NH2:46])=[O:45])=[C:38]3[CH2:39][N:40]([C:16]([NH:8][C:3]4([C:1]#[N:2])[CH2:7][CH2:6][O:5][CH2:4]4)=[O:18])[CH2:41][CH2:42][N:37]3[N:36]=2)[CH:31]=[CH:32][C:33]=1[F:34]. (9) Given the reactants C[O:2][C:3]([C:5]1[S:6][C:7]([CH:28]2[CH2:33][CH2:32][C:31]([CH3:35])([CH3:34])[CH2:30][CH2:29]2)=[CH:8][C:9]=1[N:10]([C@H:20]1[CH2:25][CH2:24][C@H:23]([O:26][CH3:27])[CH2:22][CH2:21]1)[C:11]([C@H:13]1[CH2:18][CH2:17][C@H:16]([CH3:19])[CH2:15][CH2:14]1)=[O:12])=[O:4].CO.O.O[Li].O, predict the reaction product. The product is: [CH3:35][C:31]1([CH3:34])[CH2:30][CH2:29][CH:28]([C:7]2[S:6][C:5]([C:3]([OH:4])=[O:2])=[C:9]([N:10]([C@H:20]3[CH2:21][CH2:22][C@H:23]([O:26][CH3:27])[CH2:24][CH2:25]3)[C:11]([C@H:13]3[CH2:18][CH2:17][C@H:16]([CH3:19])[CH2:15][CH2:14]3)=[O:12])[CH:8]=2)[CH2:33][CH2:32]1. (10) Given the reactants [NH2:1][C:2]1[CH:7]=[CH:6][CH:5]=[CH:4][CH:3]=1.[F:8][C:9]1[CH:16]=[C:15]([F:17])[CH:14]=[C:13]([F:18])[C:10]=1[CH:11]=O.C(O)(=O)C.C(O[BH-](OC(=O)C)OC(=O)C)(=O)C.[Na+].[OH-].[Na+], predict the reaction product. The product is: [F:8][C:9]1[CH:16]=[C:15]([F:17])[CH:14]=[C:13]([F:18])[C:10]=1[CH2:11][NH:1][C:2]1[CH:7]=[CH:6][CH:5]=[CH:4][CH:3]=1.